This data is from Reaction yield outcomes from USPTO patents with 853,638 reactions. The task is: Predict the reaction yield, written as a fraction of the theoretical maximum amount of product (1.0 means a 100% yield; for example, 0.34 means a 34% yield). The reactants are CO[C:3]([C:5]1[S:9][C:8]([CH2:10][CH2:11][C:12]2[C:13]([CH2:18][CH2:19][CH2:20][CH3:21])=[N:14][O:15][C:16]=2[CH3:17])=[N:7][CH:6]=1)=[O:4].[NH2:22][CH2:23][CH:24]([OH:26])[CH3:25]. No catalyst specified. The product is [OH:26][CH:24]([CH3:25])[CH2:23][NH:22][C:3]([C:5]1[S:9][C:8]([CH2:10][CH2:11][C:12]2[C:13]([CH2:18][CH2:19][CH2:20][CH3:21])=[N:14][O:15][C:16]=2[CH3:17])=[N:7][CH:6]=1)=[O:4]. The yield is 0.690.